From a dataset of NCI-60 drug combinations with 297,098 pairs across 59 cell lines. Regression. Given two drug SMILES strings and cell line genomic features, predict the synergy score measuring deviation from expected non-interaction effect. Drug 1: CN(C)C1=NC(=NC(=N1)N(C)C)N(C)C. Drug 2: C(=O)(N)NO. Cell line: MDA-MB-231. Synergy scores: CSS=1.20, Synergy_ZIP=-0.677, Synergy_Bliss=-0.118, Synergy_Loewe=-7.21, Synergy_HSA=-3.61.